From a dataset of TCR-epitope binding with 47,182 pairs between 192 epitopes and 23,139 TCRs. Binary Classification. Given a T-cell receptor sequence (or CDR3 region) and an epitope sequence, predict whether binding occurs between them. (1) The epitope is LLWNGPMAV. The TCR CDR3 sequence is CASSPGGVSYGYTF. Result: 1 (the TCR binds to the epitope). (2) The epitope is ALSKGVHFV. The TCR CDR3 sequence is CSVGLNTEAFF. Result: 1 (the TCR binds to the epitope). (3) The epitope is MPASWVMRI. The TCR CDR3 sequence is CASSSVRPEAFF. Result: 1 (the TCR binds to the epitope). (4) The epitope is KLNVGDYFV. The TCR CDR3 sequence is CASSLGAGWTDTQYF. Result: 1 (the TCR binds to the epitope).